From a dataset of Catalyst prediction with 721,799 reactions and 888 catalyst types from USPTO. Predict which catalyst facilitates the given reaction. (1) Reactant: [NH2:1][C@@H:2]1[C:11]2[C:6](=[CH:7][CH:8]=[CH:9][CH:10]=2)[C@H:5]([OH:12])[CH2:4][CH2:3]1.[H-].[Na+].F[C:16]1[CH:17]=[C:18]([CH3:31])[C:19]2[N:20]([C:22]([C@@H:25]3[CH2:29][CH2:28][CH2:27][N:26]3[CH3:30])=[N:23][N:24]=2)[CH:21]=1. Product: [CH3:31][C:18]1[C:19]2[N:20]([C:22]([C@@H:25]3[CH2:29][CH2:28][CH2:27][N:26]3[CH3:30])=[N:23][N:24]=2)[CH:21]=[C:16]([O:12][C@H:5]2[C:6]3[C:11](=[CH:10][CH:9]=[CH:8][CH:7]=3)[C@@H:2]([NH2:1])[CH2:3][CH2:4]2)[CH:17]=1. The catalyst class is: 31. (2) The catalyst class is: 5. Product: [C:26]([C:23]1[CH:22]=[CH:21][C:20]([NH:19][CH:4]([C:5]2[CH:10]=[CH:9][C:8]([O:11][CH2:12][CH2:13][O:14][CH3:15])=[C:7]([O:16][CH2:17][CH3:18])[CH:6]=2)[C:3]([O-:29])=[O:2])=[CH:25][CH:24]=1)(=[NH:27])[NH2:28].[Na+:31]. Reactant: C[O:2][C:3](=[O:29])[CH:4]([NH:19][C:20]1[CH:25]=[CH:24][C:23]([C:26](=[NH:28])[NH2:27])=[CH:22][CH:21]=1)[C:5]1[CH:10]=[CH:9][C:8]([O:11][CH2:12][CH2:13][O:14][CH3:15])=[C:7]([O:16][CH2:17][CH3:18])[CH:6]=1.[OH-].[Na+:31]. (3) Reactant: [CH3:1][C:2](OC(C)=O)=[O:3].[CH2:8]1[O:17][C:16]2[CH:15]=[CH:14][C:12]([NH2:13])=[CH:11][C:10]=2[O:9]1.CO. Product: [O:17]1[C:16]2[CH:15]=[CH:14][C:12]([NH:13][C:2](=[O:3])[CH3:1])=[CH:11][C:10]=2[O:9][CH2:8]1. The catalyst class is: 12. (4) Reactant: Br[C:2]1[CH:7]=[CH:6][C:5]([C:8]2[C:21]3[C:22]4=[C:23]5[C:18](=[CH:19][CH:20]=3)[CH:17]=[CH:16][CH:15]=[C:14]5[CH:13]=[CH:12][C:11]4=[CH:10][CH:9]=2)=[CH:4][CH:3]=1.[CH3:24][C:25]1([CH3:59])[C:49]2[C:29]([CH:30]=[C:31]3[CH:48]=[C:47]4[C:34]([C:35]5[C:40]([C:41]6[C:46]4=[CH:45][CH:44]=[CH:43][CH:42]=6)=[CH:39][CH:38]=[CH:37][CH:36]=5)=[CH:33][C:32]3=2)=[CH:28][C:27](B2OC(C)(C)C(C)(C)O2)=[CH:26]1.C([O-])([O-])=O.[Na+].[Na+].CCO. Product: [CH3:59][C:25]1([CH3:24])[C:49]2[C:29]([CH:30]=[C:31]3[CH:48]=[C:47]4[C:34]([C:35]5[C:40]([C:41]6[C:46]4=[CH:45][CH:44]=[CH:43][CH:42]=6)=[CH:39][CH:38]=[CH:37][CH:36]=5)=[CH:33][C:32]3=2)=[CH:28][C:27]([C:2]2[CH:3]=[CH:4][C:5]([C:8]3[C:21]4[C:22]5=[C:23]6[C:18](=[CH:19][CH:20]=4)[CH:17]=[CH:16][CH:15]=[C:14]6[CH:13]=[CH:12][C:11]5=[CH:10][CH:9]=3)=[CH:6][CH:7]=2)=[CH:26]1. The catalyst class is: 442. (5) Reactant: [CH2:1]([CH:8]([NH:22][C:23]([C:25]1[CH:34]=[N:33][C:32]2[C:27](=[CH:28][CH:29]=[CH:30][CH:31]=2)[N:26]=1)=[O:24])[CH:9]([OH:21])[CH2:10][CH:11]([C:18](=[NH:20])[NH2:19])[CH2:12][CH2:13][C:14]([F:17])([CH3:16])[CH3:15])[C:2]1[CH:7]=[CH:6][CH:5]=[CH:4][CH:3]=1.[N:35]#[C:36]Br. Product: [C:36]([N:20]=[C:18]([NH2:19])[CH:11]([CH2:12][CH2:13][C:14]([F:17])([CH3:16])[CH3:15])[CH2:10][CH:9]([OH:21])[CH:8]([NH:22][C:23]([C:25]1[CH:34]=[N:33][C:32]2[C:27](=[CH:28][CH:29]=[CH:30][CH:31]=2)[N:26]=1)=[O:24])[CH2:1][C:2]1[CH:7]=[CH:6][CH:5]=[CH:4][CH:3]=1)#[N:35]. The catalyst class is: 2. (6) Reactant: C=O.C(O[C:8]([N:10]1[CH2:15][CH2:14][CH:13]([CH2:16][O:17][C:18]2[CH:28]=[CH:27][C:21]([C:22]([O:24][CH2:25][CH3:26])=[O:23])=[CH:20][C:19]=2[O:29][CH3:30])[CH2:12][CH2:11]1)=O)(C)(C)C.Cl.CCOCC. Product: [CH3:30][O:29][C:19]1[CH:20]=[C:21]([CH:27]=[CH:28][C:18]=1[O:17][CH2:16][CH:13]1[CH2:12][CH2:11][N:10]([CH3:8])[CH2:15][CH2:14]1)[C:22]([O:24][CH2:25][CH3:26])=[O:23]. The catalyst class is: 106. (7) Reactant: [NH2:1][C:2]1[N:7]=[C:6]([S:8][CH2:9][C:10]2[CH:11]=[C:12]([C:16]([NH:18][CH2:19][CH2:20][NH:21]C(=O)OC(C)(C)C)=[O:17])[CH:13]=[CH:14][CH:15]=2)[C:5]([C:29]#[N:30])=[C:4]([C:31]2[CH:36]=[CH:35][CH:34]=[CH:33][CH:32]=2)[C:3]=1[C:37]#[N:38].[ClH:39]. Product: [ClH:39].[NH2:1][C:2]1[N:7]=[C:6]([S:8][CH2:9][C:10]2[CH:11]=[C:12]([C:16]([NH:18][CH2:19][CH2:20][NH2:21])=[O:17])[CH:13]=[CH:14][CH:15]=2)[C:5]([C:29]#[N:30])=[C:4]([C:31]2[CH:32]=[CH:33][CH:34]=[CH:35][CH:36]=2)[C:3]=1[C:37]#[N:38]. The catalyst class is: 12. (8) Reactant: Cl.Cl.Cl.[S:4]1[C:8]2[CH:9]=[C:10]([NH:13][C:14]3[CH:19]=[CH:18][N:17]=[C:16]4[NH:20][C:21]([C:23]5[CH2:24][CH2:25][NH:26][CH2:27][CH:28]=5)=[CH:22][C:15]=34)[CH:11]=[CH:12][C:7]=2[N:6]=[CH:5]1.C(N(CC)C(C)C)(C)C.[CH3:38][N:39]([CH3:43])[C:40](Cl)=[O:41]. Product: [CH3:38][N:39]([CH3:43])[C:40]([N:26]1[CH2:25][CH:24]=[C:23]([C:21]2[NH:20][C:16]3=[N:17][CH:18]=[CH:19][C:14]([NH:13][C:10]4[CH:11]=[CH:12][C:7]5[N:6]=[CH:5][S:4][C:8]=5[CH:9]=4)=[C:15]3[CH:22]=2)[CH2:28][CH2:27]1)=[O:41]. The catalyst class is: 3. (9) Reactant: Cl[C:2]1[C:19]2[C:6](=[C:7]3[C:16](=[CH:17][CH:18]=2)[C:15]2[C:10](=[CH:11][CH:12]=[CH:13][CH:14]=2)[S:9](=[O:21])(=[O:20])[NH:8]3)[N:5]=[CH:4][CH:3]=1.[CH2:22]([NH:24][CH2:25][CH3:26])[CH3:23].CCN(C(C)C)C(C)C. Product: [O:20]=[S:9]1(=[O:21])[C:10]2[C:15](=[CH:14][CH:13]=[CH:12][CH:11]=2)[C:16]2[C:7](=[C:6]3[C:19](=[CH:18][CH:17]=2)[C:2]([N:24]([CH2:25][CH3:26])[CH2:22][CH3:23])=[CH:3][CH:4]=[N:5]3)[NH:8]1. The catalyst class is: 51.